Regression/Classification. Given an antibody's heavy chain and light chain sequences, predict its developability. TAP uses regression for 5 developability metrics; SAbDab uses binary classification. From a dataset of Antibody developability classification from SAbDab with 2,409 antibodies. (1) The antibody is ['DVQLLESGPGLVAPSQSLSITCTVSGFSLTNYGVDWVRQPPGKGLEWVGVIWSGGSTNYNSALMSRLSISKDNSKSQVFLKMNSLQTDDTAVYYCAKHWGGYYIPYGMDHWGQGTTVTVSS', 'ELVMTQTPLSLPVSLGDQASISCRSSQSIVHSNGNTYLAWYLQKPGQSPKLLIYKVSNRFSGVPDRFSGSGSGTDFTLKINRVEAEDLGVYYCFQGSHLPPTFGGGTKLEIK']. Result: 0 (not developable). (2) The antibody is ['QVQLQESGPGLVKPSQTLSLTCSFSGFSLSTSGMGVGWIRQPSGKGLEWLAHIWWDGDESYNPSLKSRLTISKDTSKNQVSLKITSVTAADTAVYFCARNRYDPPWFVDWGQGTLVTVSS', 'DIQMTQSTSSLSASVGDRVTITCRASQDISNYLSWYQQKPGKAVKLLIYYTSKLHSGVPSRFSGSGSGTDYTLTISSLQQEDFATYFCLQGKMLPWTFGQGTKLEIK']. Result: 1 (developable). (3) The antibody is ['4qy8', '4r3s_B']. Result: 0 (not developable). (4) The antibody is ['EVQLVESGGGLVQPGGSLRLSCAASGFTISDYWIHWVRQAPGKGLEWVAGITPAGGYTYYADSVKGRFTISADTSKNTAYLQMNSLRAEDTAVYYCARFVFFLPYAMDYWGQGTLVTVSS', 'DIQMTQSPSSLSASVGDRVTITCRASQFLSSFGVAWYQQKPGKAPKLLIYGASSLYSGVPSRFSGSGSGTDFTLTISSLQPEDFATYYCQQGLLSPLTFGQGTKVEIK']. Result: 0 (not developable). (5) The antibody is ['EVQLRESGPSLVKPSQTLSLTCTASGFSLSDKAVGWVRQAPGKALEWLGSIDTGGNTGYNPGLKSRLSITKDNSKSQVSLSVSSVTTEDSATYYCTSVHQETKKYQSCPDGYRERSDCSNRPACGTSDCCRVSVFGNCLTTLPVSYSYTYNYEWHVDVWGQGLLVTVSS', 'EAVLNQPSSVSGSLGQRVSITCSGSSSNVGNGYVSWYQLIPGSAPRTLIYGDTSRASGVPDRFSGSRSGNTATLTISSLQAEDEADYFCASAEDSSSNAVFGSGTTLTVL']. Result: 0 (not developable). (6) The antibody is ['QVQLVQSGAEVKKPGASVKVSCKASGYTFTDYHINWVRQAPGQGLEWMGWIHPNSGDTNYAQKFQGWVTMTRDTAISTAYMEVNGLKSDDTAVYYCARAGLHPTTTDYYYYGMDVWGQGTTVTVSS', 'QSVLTQPPAVSVAPGQTARITCGGNDIGRKSVHWNQQKPGQAPVLVVCYDSDRPSGIPERFSGSNSGNTATLTISRVEAGDEADYYCQVWDSSSDHVIFGGGTKLTVL']. Result: 0 (not developable). (7) The antibody is ['1rul', 'PROT_810B6882']. Result: 0 (not developable).